Dataset: Full USPTO retrosynthesis dataset with 1.9M reactions from patents (1976-2016). Task: Predict the reactants needed to synthesize the given product. (1) Given the product [CH2:17]([C:16]1[C:15](=[O:14])[N:7]2[N:8]=[C:4]([CH:1]([CH3:3])[CH3:2])[NH:5][C:6]2=[C:9]([C:10]#[N:11])[C:21]=1[CH3:22])[CH2:18][CH2:19][CH3:20], predict the reactants needed to synthesize it. The reactants are: [CH:1]([C:4]1[NH:5][C:6]([CH2:9][C:10]#[N:11])=[N:7][N:8]=1)([CH3:3])[CH3:2].C([O:14][C:15](=O)[CH:16]([C:21](=O)[CH3:22])[CH2:17][CH2:18][CH2:19][CH3:20])C.C([O-])(=O)C.[NH4+]. (2) Given the product [CH2:1]([N:3]1[C:7]([C:8]([OH:10])=[O:9])=[C:6]([F:13])[CH:5]=[N:4]1)[CH3:2], predict the reactants needed to synthesize it. The reactants are: [CH2:1]([N:3]1[C:7]([C:8]([O:10]CC)=[O:9])=[C:6]([F:13])[CH:5]=[N:4]1)[CH3:2].Cl. (3) Given the product [C:21]([C:19]1[CH:20]=[C:15]([C:7]2([C:12](=[S:14])[NH2:13])[CH2:6][C@@H:5]3[N:4]([CH2:3][C:2]([F:28])([F:1])[F:27])[C@@H:9]([CH:10]=[CH:11]3)[CH2:8]2)[CH:16]=[N:17][CH:18]=1)#[CH:22], predict the reactants needed to synthesize it. The reactants are: [F:1][C:2]([F:28])([F:27])[CH2:3][N:4]1[C@@H:9]2[CH:10]=[CH:11][C@H:5]1[CH2:6][C:7]([C:15]1[CH:16]=[N:17][CH:18]=[C:19]([C:21]#[C:22][Si](C)(C)C)[CH:20]=1)([C:12](=[S:14])[NH2:13])[CH2:8]2.C([O-])([O-])=O.[K+].[K+].C([O-])(O)=O.[Na+]. (4) Given the product [CH3:1][O:2][C:3]1[C:4]([CH3:34])=[C:5]([C:25]([O:32][CH3:33])=[C:26]([O:30][CH3:31])[C:27]=1[O:28][CH3:29])[CH2:6][C:7]1[CH:8]=[CH:9][C:10]([OH:17])=[C:11]([CH:16]=1)[C:12]([O:14][CH3:15])=[O:13], predict the reactants needed to synthesize it. The reactants are: [CH3:1][O:2][C:3]1[C:4]([CH3:34])=[C:5]([C:25]([O:32][CH3:33])=[C:26]([O:30][CH3:31])[C:27]=1[O:28][CH3:29])[CH2:6][C:7]1[CH:8]=[CH:9][C:10]([O:17]CC2C=CC=CC=2)=[C:11]([CH:16]=1)[C:12]([O:14][CH3:15])=[O:13].[H][H]. (5) Given the product [CH3:24][C:21]1([CH3:25])[CH2:22][CH2:23][C:18]([C:4]2[CH:3]=[C:2]([C:31]3([OH:33])[CH2:30][C:29]([CH3:34])([CH3:35])[O:28][C:27]([CH3:36])([CH3:26])[CH2:32]3)[CH:7]=[CH:6][C:5]=2[NH:8][C:9]([C:11]2[NH:12][CH:13]=[C:14]([C:16]#[N:17])[N:15]=2)=[O:10])=[CH:19][CH2:20]1, predict the reactants needed to synthesize it. The reactants are: Br[C:2]1[CH:7]=[CH:6][C:5]([NH:8][C:9]([C:11]2[NH:12][CH:13]=[C:14]([C:16]#[N:17])[N:15]=2)=[O:10])=[C:4]([C:18]2[CH2:23][CH2:22][C:21]([CH3:25])([CH3:24])[CH2:20][CH:19]=2)[CH:3]=1.[CH3:26][C:27]1([CH3:36])[CH2:32][C:31](=[O:33])[CH2:30][C:29]([CH3:35])([CH3:34])[O:28]1.